Dataset: Catalyst prediction with 721,799 reactions and 888 catalyst types from USPTO. Task: Predict which catalyst facilitates the given reaction. (1) Reactant: [NH2:1][C:2]1[CH:7]=[CH:6][CH:5]=[CH:4][C:3]=1[NH:8][C:9]([C:11]1[N:19]([CH3:20])[C:14]2[CH2:15][NH:16][CH2:17][CH2:18][C:13]=2[CH:12]=1)=[O:10].CCN(CC)CC.[N+](C1C=CC([O:37][C:38](=O)[O:39][C:40]2[CH:45]=[CH:44][C:43]([O:46][CH3:47])=[C:42]([O:48][CH3:49])[CH:41]=2)=CC=1)([O-])=O. Product: [NH2:1][C:2]1[CH:7]=[CH:6][CH:5]=[CH:4][C:3]=1[NH:8][C:9]([C:11]1[N:19]([CH3:20])[C:14]2[CH2:15][N:16]([C:38]([O:39][C:40]3[CH:45]=[CH:44][C:43]([O:46][CH3:47])=[C:42]([O:48][CH3:49])[CH:41]=3)=[O:37])[CH2:17][CH2:18][C:13]=2[CH:12]=1)=[O:10]. The catalyst class is: 3. (2) Reactant: [Cl:1][C:2]1[N:3]=[C:4]([Cl:11])[C:5]2[CH:10]=[CH:9][NH:8][C:6]=2[N:7]=1.[Br:12]Br.CCOC(C)=O.[O-]S([O-])=O.[Na+].[Na+]. Product: [Br:12][C:10]1[C:5]2[C:4]([Cl:11])=[N:3][C:2]([Cl:1])=[N:7][C:6]=2[NH:8][CH:9]=1. The catalyst class is: 12. (3) Reactant: [CH3:1][N:2]1[CH2:24][CH2:23][C:5]2[N:6]([CH2:14][CH:15]([NH2:22])[C:16]3[CH:21]=[CH:20][N:19]=[CH:18][CH:17]=3)[C:7]3[CH:8]=[CH:9][C:10]([CH3:13])=[CH:11][C:12]=3[C:4]=2[CH2:3]1.[CH3:25][C:26]([CH3:28])=O.C(O)(=O)C.C([BH3-])#N.[Na+]. Product: [CH3:1][N:2]1[CH2:24][CH2:23][C:5]2[N:6]([CH2:14][CH:15]([NH:22][CH:26]([CH3:28])[CH3:25])[C:16]3[CH:21]=[CH:20][N:19]=[CH:18][CH:17]=3)[C:7]3[CH:8]=[CH:9][C:10]([CH3:13])=[CH:11][C:12]=3[C:4]=2[CH2:3]1. The catalyst class is: 2.